From a dataset of Forward reaction prediction with 1.9M reactions from USPTO patents (1976-2016). Predict the product of the given reaction. (1) Given the reactants ClC1C=C(C2(C(F)(F)F)ON=C(C3C4C(=CC=CC=4)C(C(NCCSC)=O)=CC=3)C2)C=C(Cl)C=1.[Cl:35][C:36]1[CH:37]=[C:38]([C:43]2([C:73]([F:76])([F:75])[F:74])[O:47][N:46]=[C:45]([C:48]3[C:57]4[C:52](=[CH:53][CH:54]=[CH:55][CH:56]=4)[C:51]([C:58]([NH:60][CH2:61][CH2:62][S:63]([CH3:72])(=NC(=O)C(F)(F)F)=[O:64])=[O:59])=[CH:50][CH:49]=3)[CH2:44]2)[CH:39]=[C:40]([Cl:42])[CH:41]=1.C1C=C(Cl)C=C(C(OO)=O)C=1, predict the reaction product. The product is: [Cl:42][C:40]1[CH:39]=[C:38]([C:43]2([C:73]([F:74])([F:76])[F:75])[O:47][N:46]=[C:45]([C:48]3[C:57]4[C:52](=[CH:53][CH:54]=[CH:55][CH:56]=4)[C:51]([C:58]([NH:60][CH2:61][CH2:62][S:63]([CH3:72])=[O:64])=[O:59])=[CH:50][CH:49]=3)[CH2:44]2)[CH:37]=[C:36]([Cl:35])[CH:41]=1. (2) Given the reactants [CH3:1][N:2]([CH2:4][C:5]1[N:6]=[C:7]([C:15]2[CH:20]=[CH:19][CH:18]=[CH:17][CH:16]=2)[S:8][C:9]=1[C:10](OCC)=[O:11])[CH3:3].[H-].[Al+3].[Li+].[H-].[H-].[H-].[C@H](O)(C([O-])=O)[C@@H](O)C([O-])=O.[Na+].[K+], predict the reaction product. The product is: [CH3:3][N:2]([CH2:4][C:5]1[N:6]=[C:7]([C:15]2[CH:20]=[CH:19][CH:18]=[CH:17][CH:16]=2)[S:8][C:9]=1[CH2:10][OH:11])[CH3:1]. (3) Given the reactants [C:1]([C:3]1[CH:8]=[CH:7][C:6]([C:9]2[CH:10]=[N:11][N:12]([C:15]3[CH:23]=[CH:22][C:18]([C:19](O)=[O:20])=[CH:17][N:16]=3)[C:13]=2[OH:14])=[C:5]([CH3:24])[C:4]=1[F:25])#[N:2].[CH2:26]1[NH:31][CH2:30][CH2:29][N:28]2[CH2:32][CH2:33][CH2:34][C@H:27]12, predict the reaction product. The product is: [F:25][C:4]1[C:5]([CH3:24])=[C:6]([C:9]2[CH:10]=[N:11][N:12]([C:15]3[CH:23]=[CH:22][C:18]([C:19]([N:31]4[CH2:30][CH2:29][N:28]5[CH2:32][CH2:33][CH2:34][C@@H:27]5[CH2:26]4)=[O:20])=[CH:17][N:16]=3)[C:13]=2[OH:14])[CH:7]=[CH:8][C:3]=1[C:1]#[N:2].